Dataset: Reaction yield outcomes from USPTO patents with 853,638 reactions. Task: Predict the reaction yield, written as a fraction of the theoretical maximum amount of product (1.0 means a 100% yield; for example, 0.34 means a 34% yield). (1) The reactants are [C:1]([C:3]1[CH:4]=[C:5]([C:9]2[CH:10]=[CH:11][C:12]3[O:16][C:15]([C:17]4[CH:22]=[CH:21][C:20]([F:23])=[CH:19][CH:18]=4)=[C:14]([C:24]([NH:26][CH3:27])=[O:25])[C:13]=3[CH:28]=2)[CH:6]=[CH:7][CH:8]=1)#[N:2].N[C@H:30]([CH:33]([CH3:35])[CH3:34])[CH2:31][OH:32]. The catalyst is C1(Cl)C=CC=CC=1.[Cl-].[Zn+2].[Cl-]. The product is [F:23][C:20]1[CH:21]=[CH:22][C:17]([C:15]2[O:16][C:12]3[CH:11]=[CH:10][C:9]([C:5]4[CH:6]=[CH:7][CH:8]=[C:3]([C:1]5[O:32][CH2:31][C@@H:30]([CH:33]([CH3:35])[CH3:34])[N:2]=5)[CH:4]=4)=[CH:28][C:13]=3[C:14]=2[C:24]([NH:26][CH3:27])=[O:25])=[CH:18][CH:19]=1. The yield is 0.250. (2) The catalyst is CN(C=O)C. The reactants are [OH:1][CH:2]1[CH2:5][N:4]([C:6]([O:8][C:9]([CH3:12])([CH3:11])[CH3:10])=[O:7])[CH2:3]1.[H-].[Na+].F[C:16]1[CH:21]=[CH:20][C:19]([I:22])=[CH:18][CH:17]=1. The yield is 0.680. The product is [I:22][C:19]1[CH:20]=[CH:21][C:16]([O:1][CH:2]2[CH2:3][N:4]([C:6]([O:8][C:9]([CH3:12])([CH3:11])[CH3:10])=[O:7])[CH2:5]2)=[CH:17][CH:18]=1. (3) The reactants are [Cl:1][C:2]1[N:3]=[C:4]([Cl:11])[C:5]2[CH:10]=[CH:9][NH:8][C:6]=2[N:7]=1.[CH3:12][C:13]1[CH:18]=[CH:17][C:16]([S:19](Cl)(=[O:21])=[O:20])=[CH:15][CH:14]=1.[OH-].[Na+]. The catalyst is S([O-])(O)(=O)=O.C([N+](CCCC)(CCCC)CCCC)CCC.C(Cl)Cl.O. The product is [Cl:1][C:2]1[N:3]=[C:4]([Cl:11])[C:5]2[CH:10]=[CH:9][N:8]([S:19]([C:16]3[CH:17]=[CH:18][C:13]([CH3:12])=[CH:14][CH:15]=3)(=[O:21])=[O:20])[C:6]=2[N:7]=1. The yield is 0.970. (4) The reactants are [O-]P([O-])([O-])=O.[K+].[K+].[K+].[CH2:9]([NH2:16])[C:10]1[CH:15]=[CH:14][CH:13]=[CH:12][CH:11]=1.I[C:18]1[CH:23]=[CH:22][CH:21]=[CH:20][C:19]=1[O:24][CH3:25].C(O)CO. The catalyst is [Cu]I.CCCCCC.C(OCC)(=O)C.C(O)CCC. The product is [CH3:25][O:24][C:19]1[CH:20]=[CH:21][CH:22]=[CH:23][C:18]=1[NH:16][CH2:9][C:10]1[CH:15]=[CH:14][CH:13]=[CH:12][CH:11]=1. The yield is 0.700. (5) The reactants are [CH2:1]([C:5]1[S:9][C:8]([S:10]([NH:13][C:14]([CH3:17])([CH3:16])[CH3:15])(=[O:12])=[O:11])=[C:7](B(O)O)[CH:6]=1)[CH:2]([CH3:4])[CH3:3].Br[C:22]1[CH:29]=[CH:28][C:25]([CH2:26][OH:27])=[CH:24][CH:23]=1.C1(C)C=CC=CC=1.[OH-].[Na+]. The catalyst is CCOC(C)=O.C1C=CC([P]([Pd]([P](C2C=CC=CC=2)(C2C=CC=CC=2)C2C=CC=CC=2)([P](C2C=CC=CC=2)(C2C=CC=CC=2)C2C=CC=CC=2)[P](C2C=CC=CC=2)(C2C=CC=CC=2)C2C=CC=CC=2)(C2C=CC=CC=2)C2C=CC=CC=2)=CC=1.C(O)C. The product is [OH:27][CH2:26][C:25]1[CH:28]=[CH:29][C:22]([C:7]2[CH:6]=[C:5]([CH2:1][CH:2]([CH3:4])[CH3:3])[S:9][C:8]=2[S:10]([NH:13][C:14]([CH3:17])([CH3:16])[CH3:15])(=[O:12])=[O:11])=[CH:23][CH:24]=1. The yield is 0.760. (6) The reactants are [Mg].[CH2:2](Br)[C:3]#[CH:4].[Si:6]([O:13][C@@H:14]1[CH2:30][C@H:29]2[C@@:17]([CH3:43])([C@@H:18]3[C@@H:26]([CH2:27][C@@H:28]2[O:31][Si:32]([C:35]([CH3:38])([CH3:37])[CH3:36])([CH3:34])[CH3:33])[C@H:25]2[C@@:21]([CH3:42])([C@@H:22]([C:39](=[O:41])[CH3:40])[CH2:23][CH2:24]2)[CH2:20][CH2:19]3)[CH2:16][CH2:15]1)([C:9]([CH3:12])([CH3:11])[CH3:10])([CH3:8])[CH3:7].CCCCCC.C(OCC)C. The catalyst is C(OCC)C.C1COCC1. The product is [Si:6]([O:13][C@@H:14]1[CH2:30][C@H:29]2[C@@:17]([CH3:43])([C@@H:18]3[C@@H:26]([CH2:27][C@@H:28]2[O:31][Si:32]([C:35]([CH3:38])([CH3:37])[CH3:36])([CH3:34])[CH3:33])[C@H:25]2[C@@:21]([CH3:42])([C@@H:22]([C@@:39]([OH:41])([CH2:4][C:3]#[CH:2])[CH3:40])[CH2:23][CH2:24]2)[CH2:20][CH2:19]3)[CH2:16][CH2:15]1)([C:9]([CH3:12])([CH3:11])[CH3:10])([CH3:8])[CH3:7]. The yield is 0.880. (7) The reactants are [CH:1]1[N:6]=[C:5](Cl)[C:4]2[N:8]=[CH:9][N:10]([C@@H:11]3[O:15][C@H:14]([CH2:16][OH:17])[C@@H:13]([OH:18])[C@H:12]3[OH:19])[C:3]=2[N:2]=1.[CH3:20][O:21][C:22]1[CH:29]=[CH:28][C:25]([CH2:26][NH2:27])=[CH:24][CH:23]=1.C(N(C(C)C)CC)(C)C. The catalyst is C(O)CC. The product is [CH3:20][O:21][C:22]1[CH:29]=[CH:28][C:25]([CH2:26][NH:27][C:5]2[C:4]3[N:8]=[CH:9][N:10]([C:3]=3[N:2]=[CH:1][N:6]=2)[C@@H:11]2[O:15][C@H:14]([CH2:16][OH:17])[C@@H:13]([OH:18])[C@H:12]2[OH:19])=[CH:24][CH:23]=1. The yield is 0.760.